Dataset: Rat liver microsome stability data. Task: Regression/Classification. Given a drug SMILES string, predict its absorption, distribution, metabolism, or excretion properties. Task type varies by dataset: regression for continuous measurements (e.g., permeability, clearance, half-life) or binary classification for categorical outcomes (e.g., BBB penetration, CYP inhibition). Dataset: rlm. (1) The molecule is Oc1ccc2c(c1)CCN(CCCCc1ccccc1)CC2O. The result is 1 (stable in rat liver microsomes). (2) The molecule is Cc1c2c(n3c1CC(=O)NCC[C@H](C)Nc1cc-3ccc1C(N)=O)CC(C)(C)CC2=O. The result is 0 (unstable in rat liver microsomes).